This data is from Full USPTO retrosynthesis dataset with 1.9M reactions from patents (1976-2016). The task is: Predict the reactants needed to synthesize the given product. (1) Given the product [CH3:40][N:39]([CH3:41])[C:36]1[N:35]=[CH:34][C:33]([NH:32][C:29]([C:16]2[N:17]([CH2:21][C:22]3[CH:27]=[CH:26][CH:25]=[C:24]([F:28])[CH:23]=3)[C:18]3[C:14]([CH:15]=2)=[CH:13][C:12]([F:11])=[CH:20][CH:19]=3)=[O:30])=[CH:38][CH:37]=1, predict the reactants needed to synthesize it. The reactants are: C(P(=O)(OCC)OCC)#N.[F:11][C:12]1[CH:13]=[C:14]2[C:18](=[CH:19][CH:20]=1)[N:17]([CH2:21][C:22]1[CH:27]=[CH:26][CH:25]=[C:24]([F:28])[CH:23]=1)[C:16]([C:29](O)=[O:30])=[CH:15]2.[NH2:32][C:33]1[CH:34]=[N:35][C:36]([N:39]([CH3:41])[CH3:40])=[CH:37][CH:38]=1.C(N(CC)CC)C. (2) Given the product [C:33]([NH:1][C:2]1[CH:3]=[CH:4][C:5]([CH:8]2[C:17]([CH3:18])([CH3:19])[CH2:16][C:15]3[C:10](=[CH:11][CH:12]=[C:13]([C:20]([O:22][CH3:23])=[O:21])[CH:14]=3)[NH:9]2)=[CH:6][CH:7]=1)(=[O:40])[C:34]1[CH:39]=[CH:38][CH:37]=[CH:36][CH:35]=1, predict the reactants needed to synthesize it. The reactants are: [NH2:1][C:2]1[CH:7]=[CH:6][C:5]([CH:8]2[C:17]([CH3:19])([CH3:18])[CH2:16][C:15]3[C:10](=[CH:11][CH:12]=[C:13]([C:20]([O:22][CH3:23])=[O:21])[CH:14]=3)[NH:9]2)=[CH:4][CH:3]=1.C(N(CC)C(C)C)(C)C.[C:33](Cl)(=[O:40])[C:34]1[CH:39]=[CH:38][CH:37]=[CH:36][CH:35]=1. (3) Given the product [Cl:1][C:2]1[CH:18]=[C:17]([NH2:19])[CH:16]=[C:15]([Cl:22])[C:3]=1[O:4][CH:5]1[CH2:14][C:13]2[C:8](=[CH:9][CH:10]=[CH:11][CH:12]=2)[N:7]=[CH:6]1, predict the reactants needed to synthesize it. The reactants are: [Cl:1][C:2]1[CH:18]=[C:17]([N+:19]([O-])=O)[CH:16]=[C:15]([Cl:22])[C:3]=1[O:4][CH:5]1[CH2:14][C:13]2[C:8](=[CH:9][CH:10]=[CH:11][CH:12]=2)[N:7]=[CH:6]1.[Cl-].[NH4+]. (4) Given the product [S:13]1[CH:17]=[CH:16][N:15]=[C:14]1[CH2:18][O:19][C:2]1[CH:12]=[CH:11][C:5]([C:6]([OH:8])=[O:7])=[CH:4][N:3]=1, predict the reactants needed to synthesize it. The reactants are: Cl[C:2]1[CH:12]=[CH:11][C:5]([C:6]([O:8]CC)=[O:7])=[CH:4][N:3]=1.[S:13]1[CH:17]=[CH:16][N:15]=[C:14]1[CH2:18][OH:19]. (5) Given the product [OH:13][CH2:14][C:15]([CH2:28][OH:29])([CH2:22][OH:23])[CH2:16][OH:17], predict the reactants needed to synthesize it. The reactants are: C1(=O)OCCCCC1.C([O:13][CH2:14][C:15]([CH2:28][OH:29])([CH2:22][O:23]C(=O)C=C)[CH2:16][O:17]C(=O)C=C)(=O)C=C. (6) Given the product [CH3:7][N:5]1[CH:6]=[CH:2][C:3]([C:8]2[CH:9]=[C:10]([CH:12]=[CH:13][CH:14]=2)[NH2:11])=[N:4]1, predict the reactants needed to synthesize it. The reactants are: Br[C:2]1[C:3]([C:8]2[CH:9]=[C:10]([CH:12]=[CH:13][CH:14]=2)[NH2:11])=[N:4][N:5]([CH3:7])[CH:6]=1.C(=O)([O-])[O-].[Na+].[Na+].